This data is from Catalyst prediction with 721,799 reactions and 888 catalyst types from USPTO. The task is: Predict which catalyst facilitates the given reaction. (1) Reactant: [Cl:1][C:2]1[CH:3]=[C:4]2[C:9](=[CH:10][C:11]=1[C:12]([N:14]1[CH2:18][CH2:17][CH2:16][CH2:15]1)=[O:13])[N:8]=[CH:7][N:6]=[C:5]2[NH:19][CH:20]([C:26]1[N:30](C(OC(C)(C)C)=O)[C:29]2[CH:38]=[CH:39][C:40]([Cl:42])=[CH:41][C:28]=2[N:27]=1)[CH2:21][CH2:22][C:23](O)=[O:24].[NH:43]1[CH2:48][CH2:47][O:46][CH2:45][CH2:44]1.CN(C(ON1N=NC2C=CC=CC1=2)=[N+](C)C)C.[B-](F)(F)(F)F.FC(F)(F)C(O)=O. Product: [Cl:1][C:2]1[CH:3]=[C:4]2[C:9](=[CH:10][C:11]=1[C:12]([N:14]1[CH2:18][CH2:17][CH2:16][CH2:15]1)=[O:13])[N:8]=[CH:7][N:6]=[C:5]2[NH:19][CH:20]([C:26]1[NH:30][C:29]2[CH:38]=[CH:39][C:40]([Cl:42])=[CH:41][C:28]=2[N:27]=1)[CH2:21][CH2:22][C:23]([N:43]1[CH2:48][CH2:47][O:46][CH2:45][CH2:44]1)=[O:24]. The catalyst class is: 783. (2) Reactant: [Cl:1][C:2]1[CH:7]=[CH:6][C:5]([C:8]23[CH:13]([CH:14]=O)[CH:12]2[CH2:11][N:10]([C:16]([O:18][C:19]([CH3:22])([CH3:21])[CH3:20])=[O:17])[CH2:9]3)=[CH:4][CH:3]=1.C1(=O)NC(=O)C=C1.ClC1C=CC(N)=CC=1.N1C=CC=CC=1.Cl.[CH3:45][O:46][NH2:47]. Product: [Cl:1][C:2]1[CH:3]=[CH:4][C:5]([C:8]23[CH:13]([CH:14]=[N:47][O:46][CH3:45])[CH:12]2[CH2:11][N:10]([C:16]([O:18][C:19]([CH3:20])([CH3:22])[CH3:21])=[O:17])[CH2:9]3)=[CH:6][CH:7]=1. The catalyst class is: 8. (3) Reactant: [NH:1]1[CH2:6][CH2:5][CH:4]([N:7]2[CH2:12][CH2:11][N:10]([C:13]3[S:14][CH:15]=[C:16]([C:18]4[CH:27]=[CH:26][C:25]5[C:24]([CH3:29])([CH3:28])[CH2:23][CH2:22][C:21]([CH3:31])([CH3:30])[C:20]=5[CH:19]=4)[N:17]=3)[CH2:9][CH2:8]2)[CH2:3][CH2:2]1.C([Si](C)(C)[O:37][CH2:38][CH:39]=O)(C)(C)C.Cl. Product: [CH3:28][C:24]1([CH3:29])[CH2:23][CH2:22][C:21]([CH3:31])([CH3:30])[C:20]2[CH:19]=[C:18]([C:16]3[N:17]=[C:13]([N:10]4[CH2:11][CH2:12][N:7]([CH:4]5[CH2:5][CH2:6][N:1]([CH2:39][CH2:38][OH:37])[CH2:2][CH2:3]5)[CH2:8][CH2:9]4)[S:14][CH:15]=3)[CH:27]=[CH:26][C:25]1=2. The catalyst class is: 12. (4) Reactant: [CH3:1][CH:2]([CH3:37])[C@H:3]([NH:11][S:12]([C:15]1[CH:16]=[CH:17][C:18]2[C:22]3[CH:23]=[C:24](B4OC(C)(C)C(C)(C)O4)[CH:25]=[CH:26][C:21]=3[O:20][C:19]=2[CH:36]=1)(=[O:14])=[O:13])[C:4]([O:6][C:7]([CH3:10])([CH3:9])[CH3:8])=[O:5].Br[C:39]1[S:40][CH:41]=[CH:42][N:43]=1.C([O-])([O-])=O.[K+].[K+]. Product: [CH3:1][CH:2]([CH3:37])[C@H:3]([NH:11][S:12]([C:15]1[CH:16]=[CH:17][C:18]2[C:22]3[CH:23]=[C:24]([C:39]4[S:40][CH:41]=[CH:42][N:43]=4)[CH:25]=[CH:26][C:21]=3[O:20][C:19]=2[CH:36]=1)(=[O:13])=[O:14])[C:4]([O:6][C:7]([CH3:8])([CH3:9])[CH3:10])=[O:5]. The catalyst class is: 108.